This data is from Peptide-MHC class I binding affinity with 185,985 pairs from IEDB/IMGT. The task is: Regression. Given a peptide amino acid sequence and an MHC pseudo amino acid sequence, predict their binding affinity value. This is MHC class I binding data. The peptide sequence is KSKNINIEVK. The MHC is HLA-A31:01 with pseudo-sequence HLA-A31:01. The binding affinity (normalized) is 0.355.